Dataset: NCI-60 drug combinations with 297,098 pairs across 59 cell lines. Task: Regression. Given two drug SMILES strings and cell line genomic features, predict the synergy score measuring deviation from expected non-interaction effect. Drug 1: CN(C)C1=NC(=NC(=N1)N(C)C)N(C)C. Drug 2: C1=CN(C(=O)N=C1N)C2C(C(C(O2)CO)O)O.Cl. Cell line: EKVX. Synergy scores: CSS=19.5, Synergy_ZIP=-5.75, Synergy_Bliss=-3.87, Synergy_Loewe=-32.0, Synergy_HSA=-5.71.